Task: Predict the reactants needed to synthesize the given product.. Dataset: Full USPTO retrosynthesis dataset with 1.9M reactions from patents (1976-2016) Given the product [F:25][C:22]1[CH:21]=[CH:20][C:19]([CH2:18][O:17][C:14]2[CH:13]=[CH:12][C:11]([N:7]3[C:8](=[O:10])[CH2:9][C@@H:5]([C:3]([OH:4])=[O:2])[CH2:6]3)=[CH:16][CH:15]=2)=[CH:24][CH:23]=1, predict the reactants needed to synthesize it. The reactants are: C[O:2][C:3]([C@@H:5]1[CH2:9][C:8](=[O:10])[N:7]([C:11]2[CH:16]=[CH:15][C:14]([O:17][CH2:18][C:19]3[CH:24]=[CH:23][C:22]([F:25])=[CH:21][CH:20]=3)=[CH:13][CH:12]=2)[CH2:6]1)=[O:4].Cl.